This data is from Peptide-MHC class I binding affinity with 185,985 pairs from IEDB/IMGT. The task is: Regression. Given a peptide amino acid sequence and an MHC pseudo amino acid sequence, predict their binding affinity value. This is MHC class I binding data. (1) The peptide sequence is FTFERSKIK. The MHC is HLA-A29:02 with pseudo-sequence HLA-A29:02. The binding affinity (normalized) is 0.0847. (2) The peptide sequence is VTLNASQYA. The MHC is HLA-A02:01 with pseudo-sequence HLA-A02:01. The binding affinity (normalized) is 0.213. (3) The peptide sequence is RVRLSMLTV. The MHC is HLA-A11:01 with pseudo-sequence HLA-A11:01. The binding affinity (normalized) is 0.0847. (4) The peptide sequence is KAAFDLSHFL. The MHC is HLA-A31:01 with pseudo-sequence HLA-A31:01. The binding affinity (normalized) is 0.126. (5) The peptide sequence is KIILFLTLI. The binding affinity (normalized) is 0.542. The MHC is HLA-A02:01 with pseudo-sequence HLA-A02:01.